Dataset: Reaction yield outcomes from USPTO patents with 853,638 reactions. Task: Predict the reaction yield, written as a fraction of the theoretical maximum amount of product (1.0 means a 100% yield; for example, 0.34 means a 34% yield). (1) The reactants are O[C:2]1[C:3]([C:11]([OH:13])=[O:12])=[N:4][N:5]([CH3:10])[C:6](=[O:9])[C:7]=1[CH3:8].O=P(Cl)(Cl)[Cl:16]. No catalyst specified. The product is [Cl:16][C:2]1[C:3]([C:11]([OH:13])=[O:12])=[N:4][N:5]([CH3:10])[C:6](=[O:9])[C:7]=1[CH3:8]. The yield is 0.600. (2) The reactants are [CH3:1][CH:2]([OH:4])[CH3:3].[C:5](Cl)(=[O:9])[C:6]([Cl:8])=[O:7].Cl. No catalyst specified. The product is [Cl:8][C:6](=[O:7])[C:5]([O:4][CH:2]([CH3:3])[CH3:1])=[O:9]. The yield is 0.700. (3) The reactants are C([O:4][C@@H:5]1[CH2:9][C:8](=O)[N:7]([C@@H:11]2[CH2:16][CH2:15][CH2:14][CH2:13][C@H:12]2[O:17][CH2:18][CH2:19][C:20]2[CH:25]=[CH:24][C:23]([O:26][CH3:27])=[C:22]([O:28][CH2:29][C:30]3[CH:35]=[CH:34][CH:33]=[CH:32][CH:31]=3)[CH:21]=2)[C:6]1=O)(=O)C.[ClH:37]. The catalyst is C1COCC1. The product is [ClH:37].[CH2:29]([O:28][C:22]1[CH:21]=[C:20]([CH2:19][CH2:18][O:17][C@@H:12]2[CH2:13][CH2:14][CH2:15][CH2:16][C@H:11]2[N:7]2[CH2:8][CH2:9][C@@H:5]([OH:4])[CH2:6]2)[CH:25]=[CH:24][C:23]=1[O:26][CH3:27])[C:30]1[CH:31]=[CH:32][CH:33]=[CH:34][CH:35]=1. The yield is 0.890. (4) The reactants are [F:1][C:2]1[CH:9]=[CH:8][C:7]([F:10])=[CH:6][C:3]=1[CH:4]=O.[CH:11]([NH2:13])=[O:12].Cl[Si](C)(C)C.[C:19]1([CH3:28])[CH:24]=[CH:23][C:22]([S:25]([OH:27])=[O:26])=[CH:21][CH:20]=1. The catalyst is O.C(OC)(C)(C)C.C(#N)C.C1(C)C=CC=CC=1. The product is [F:1][C:2]1[CH:9]=[CH:8][C:7]([F:10])=[CH:6][C:3]=1[CH:4]([S:25]([C:22]1[CH:23]=[CH:24][C:19]([CH3:28])=[CH:20][CH:21]=1)(=[O:27])=[O:26])[NH:13][CH:11]=[O:12]. The yield is 0.790.